This data is from Full USPTO retrosynthesis dataset with 1.9M reactions from patents (1976-2016). The task is: Predict the reactants needed to synthesize the given product. (1) The reactants are: [CH2:1]([C@@H:5]1[NH:11][CH2:10][CH2:9][C@@H:8]([C:12]2[CH:17]=[CH:16][CH:15]=[CH:14][CH:13]=2)[NH:7][C:6]1=[O:18])[CH:2]([CH3:4])[CH3:3].[C:19]1([C@@H:25]2[CH2:27][C@H:26]2[C:28](O)=[O:29])[CH:24]=[CH:23][CH:22]=[CH:21][CH:20]=1.C([C@@H]1N(C(=O)/C=C/C2C=CC=CC=2)C[C@H](CC(C)C)NC1=O)C(C)C. Given the product [CH2:1]([C@@H:5]1[N:11]([C:28]([C@@H:26]2[CH2:27][C@H:25]2[C:19]2[CH:24]=[CH:23][CH:22]=[CH:21][CH:20]=2)=[O:29])[CH2:10][CH2:9][C@@H:8]([C:12]2[CH:13]=[CH:14][CH:15]=[CH:16][CH:17]=2)[NH:7][C:6]1=[O:18])[CH:2]([CH3:4])[CH3:3], predict the reactants needed to synthesize it. (2) Given the product [C:17]([C:15]1[N:16]=[C:11]([Cl:10])[N:12]=[C:13]([NH:2][CH2:3][C@H:4]([OH:9])[C:5]([O:7][CH3:8])=[O:6])[CH:14]=1)(=[O:18])[NH2:19], predict the reactants needed to synthesize it. The reactants are: Cl.[NH2:2][CH2:3][C@H:4]([OH:9])[C:5]([O:7][CH3:8])=[O:6].[Cl:10][C:11]1[N:16]=[C:15]([C:17]([NH2:19])=[O:18])[CH:14]=[C:13](Cl)[N:12]=1.CCN(C(C)C)C(C)C.